Dataset: Full USPTO retrosynthesis dataset with 1.9M reactions from patents (1976-2016). Task: Predict the reactants needed to synthesize the given product. Given the product [F:1][C:2]1[CH:40]=[C:39]([F:41])[CH:38]=[CH:37][C:3]=1[CH2:4][N:5]([CH2:16][C:17]1[CH:36]=[CH:35][C:20]([O:21][C:22]2[CH:23]=[CH:24][C:25]([CH2:29][CH2:30][CH2:31][CH2:32][CH2:33][CH3:34])=[C:26]([CH:27]=2)[O:28][CH2:43][C:42]([O:46][CH2:47][CH3:48])=[O:45])=[CH:19][CH:18]=1)[C:6]1[CH:11]=[CH:10][CH:9]=[C:8]([N+:12]([O-:14])=[O:13])[C:7]=1[CH3:15], predict the reactants needed to synthesize it. The reactants are: [F:1][C:2]1[CH:40]=[C:39]([F:41])[CH:38]=[CH:37][C:3]=1[CH2:4][N:5]([CH2:16][C:17]1[CH:36]=[CH:35][C:20]([O:21][C:22]2[CH:23]=[CH:24][C:25]([CH2:29][CH2:30][CH2:31][CH2:32][CH2:33][CH3:34])=[C:26]([OH:28])[CH:27]=2)=[CH:19][CH:18]=1)[C:6]1[CH:11]=[CH:10][CH:9]=[C:8]([N+:12]([O-:14])=[O:13])[C:7]=1[CH3:15].[C:42]([O:46][CH2:47][CH3:48])(=[O:45])[CH2:43]O.